This data is from Catalyst prediction with 721,799 reactions and 888 catalyst types from USPTO. The task is: Predict which catalyst facilitates the given reaction. (1) Reactant: C([O-])([O-])=O.[K+].[K+].[F:7][C:8]1[C:21]2[C:20](=[O:22])[C:19]3[C:14](=[CH:15][CH:16]=[CH:17][CH:18]=3)[S:13][C:12]=2[C:11]([OH:23])=[CH:10][CH:9]=1.[CH2:24](Br)[C:25]1[CH:30]=[CH:29][CH:28]=[CH:27][CH:26]=1. Product: [CH2:24]([O:23][C:11]1[C:12]2[S:13][C:14]3[C:19](=[CH:18][CH:17]=[CH:16][CH:15]=3)[C:20](=[O:22])[C:21]=2[C:8]([F:7])=[CH:9][CH:10]=1)[C:25]1[CH:30]=[CH:29][CH:28]=[CH:27][CH:26]=1. The catalyst class is: 5. (2) Reactant: [Cl:1][C:2]1[C:6]([C:7]([OH:9])=O)=[CH:5][N:4]([C:10]2[N:15]=[CH:14][CH:13]=[CH:12][N:11]=2)[N:3]=1.CCN(C(C)C)C(C)C.[F:25][C:26]([F:42])([F:41])[C:27]1[CH:32]=[CH:31][C:30]([C:33]2([CH2:39][NH2:40])[CH2:38][CH2:37][CH2:36][CH2:35][CH2:34]2)=[CH:29][CH:28]=1.F[P-](F)(F)(F)(F)F.N1(O[P+](N(C)C)(N(C)C)N(C)C)C2C=CC=CC=2N=N1. Product: [Cl:1][C:2]1[C:6]([C:7]([NH:40][CH2:39][C:33]2([C:30]3[CH:29]=[CH:28][C:27]([C:26]([F:25])([F:41])[F:42])=[CH:32][CH:31]=3)[CH2:34][CH2:35][CH2:36][CH2:37][CH2:38]2)=[O:9])=[CH:5][N:4]([C:10]2[N:15]=[CH:14][CH:13]=[CH:12][N:11]=2)[N:3]=1. The catalyst class is: 18. (3) Reactant: C([O:3][C:4]([C:6]1([OH:20])[CH2:11][CH2:10][CH:9]([O:12][Si:13]([C:16]([CH3:19])([CH3:18])[CH3:17])([CH3:15])[CH3:14])[CH2:8][CH2:7]1)=[O:5])C.[Li+].[OH-].C1COCC1. Product: [C:16]([Si:13]([CH3:15])([CH3:14])[O:12][CH:9]1[CH2:10][CH2:11][C:6]([OH:20])([C:4]([OH:5])=[O:3])[CH2:7][CH2:8]1)([CH3:19])([CH3:18])[CH3:17]. The catalyst class is: 5. (4) Reactant: [Cl:1][C:2]1[N:7]=[C:6](Cl)[C:5]([F:9])=[CH:4][N:3]=1.[Cl:10][C:11]1[CH:16]=[CH:15][C:14](B(O)O)=[CH:13][CH:12]=1.C(=O)([O-])[O-].[K+].[K+].B(O)O. Product: [Cl:1][C:2]1[N:7]=[C:6]([C:14]2[CH:15]=[CH:16][C:11]([Cl:10])=[CH:12][CH:13]=2)[C:5]([F:9])=[CH:4][N:3]=1. The catalyst class is: 253. (5) Reactant: [CH3:1][O:2][C:3]1[CH:4]=[C:5]([S:11]([O:14][CH2:15][C:16]([O:18]CC2C=CC=CC=2)=[O:17])(=[O:13])=[O:12])[CH:6]=[CH:7][C:8]=1[O:9][CH3:10].[OH-].[Na+]. Product: [CH3:1][O:2][C:3]1[CH:4]=[C:5]([S:11]([O:14][CH2:15][C:16]([OH:18])=[O:17])(=[O:12])=[O:13])[CH:6]=[CH:7][C:8]=1[O:9][CH3:10]. The catalyst class is: 240. (6) Reactant: Cl.[F:2][C:3]1[CH:4]=[C:5]([CH:8]=[CH:9][C:10]=1[NH:11][S:12]([CH3:15])(=[O:14])=[O:13])[CH2:6][NH2:7].[Br:16][C:17]1[C:22]([CH:23]=[CH:24][C:25](O)=[O:26])=[CH:21][CH:20]=[C:19]([C:28]([CH3:31])([CH3:30])[CH3:29])[N:18]=1.CN1C(=O)CCC1. Product: [Br:16][C:17]1[C:22]([CH:23]=[CH:24][C:25]([NH:7][CH2:6][C:5]2[CH:8]=[CH:9][C:10]([NH:11][S:12]([CH3:15])(=[O:14])=[O:13])=[C:3]([F:2])[CH:4]=2)=[O:26])=[CH:21][CH:20]=[C:19]([C:28]([CH3:31])([CH3:30])[CH3:29])[N:18]=1. The catalyst class is: 1.